From a dataset of Peptide-MHC class I binding affinity with 185,985 pairs from IEDB/IMGT. Regression. Given a peptide amino acid sequence and an MHC pseudo amino acid sequence, predict their binding affinity value. This is MHC class I binding data. (1) The peptide sequence is FRRFTQAIY. The MHC is HLA-A02:03 with pseudo-sequence HLA-A02:03. The binding affinity (normalized) is 0.0847. (2) The peptide sequence is RQRLLRAR. The MHC is Mamu-B08 with pseudo-sequence Mamu-B08. The binding affinity (normalized) is 0.291. (3) The peptide sequence is RPRGAPTPT. The MHC is HLA-A26:01 with pseudo-sequence HLA-A26:01. The binding affinity (normalized) is 0.213.